Dataset: Full USPTO retrosynthesis dataset with 1.9M reactions from patents (1976-2016). Task: Predict the reactants needed to synthesize the given product. (1) The reactants are: [Cl:1][C:2]1[C:7]2[N:8]=[C:9](/[CH:13]=[N:14]/[S:15]([C:17]([CH3:20])([CH3:19])[CH3:18])=[O:16])[N:10]([CH2:11][CH3:12])[C:6]=2[CH:5]=[CH:4][N:3]=1.[CH3:21][Mg]Br.[Cl-].N. Given the product [Cl:1][C:2]1[C:7]2[N:8]=[C:9]([CH:13]([NH:14][S:15]([C:17]([CH3:19])([CH3:18])[CH3:20])=[O:16])[CH3:21])[N:10]([CH2:11][CH3:12])[C:6]=2[CH:5]=[CH:4][N:3]=1, predict the reactants needed to synthesize it. (2) Given the product [O:29]=[C:2]1[CH2:3][C:4]2([CH2:10][CH2:9][N:8]([C:11]([O:13][C:14]([CH3:17])([CH3:16])[CH3:15])=[O:12])[CH2:7][CH2:6]2)[CH2:5][O:1]1, predict the reactants needed to synthesize it. The reactants are: [O:1]=[C:2]1[CH2:5][C:4]2([CH2:10][CH2:9][N:8]([C:11]([O:13][C:14]([CH3:17])([CH3:16])[CH3:15])=[O:12])[CH2:7][CH2:6]2)[CH2:3]1.OO.[OH-].[Na+].O.O.O.O.O.S([O-])([O-])(=[O:29])=S.[Na+].[Na+]. (3) Given the product [F:25][C:24]([F:26])([F:27])[C:21]1[CH:22]=[CH:23][C:18]([C:16]([NH:15][NH2:12])=[O:17])=[CH:19][CH:20]=1, predict the reactants needed to synthesize it. The reactants are: C1[C@@H]2[C@H]3[C@@H]4C([N:12]([NH:15][C:16]([C:18]5[CH:23]=[CH:22][C:21]([C:24]([F:27])([F:26])[F:25])=[CH:20][CH:19]=5)=[O:17])C(=O)[C@@H]4[C@@H]([C@H]12)C=C3)=O.O.C1CC=CC=CC=1.C1(=O)OC(=O)C=C1.NN.FC(F)(F)C1C=CC(C(OC)=O)=CC=1. (4) Given the product [S:12]1[C:16]2[CH:17]=[CH:18][CH:19]=[CH:20][C:15]=2[CH:14]=[C:13]1[C:21]1[CH:29]=[CH:28][C:27]([NH:30][C:31](=[O:36])[CH:32]([C:2]2[S:1][CH:5]=[CH:4][N:3]=2)[CH2:33][CH3:34])=[CH:26][C:22]=1[C:23]([NH2:25])=[O:24], predict the reactants needed to synthesize it. The reactants are: [S:1]1[CH:5]=[CH:4][N:3]=[C:2]1C(C)C([O-])=O.[Na+].[S:12]1[C:16]2[CH:17]=[CH:18][CH:19]=[CH:20][C:15]=2[CH:14]=[C:13]1[C:21]1[CH:29]=[CH:28][C:27]([NH:30][C:31](=[O:36])[CH:32](Br)[CH2:33][CH3:34])=[CH:26][C:22]=1[C:23]([NH2:25])=[O:24].CN(C(ON1N=NC2C=CC=NC1=2)=[N+](C)C)C.F[P-](F)(F)(F)(F)F.CN1CCOCC1. (5) Given the product [CH3:36][C:35]1[CH:34]=[CH:33][N:32]=[CH:31][C:30]=1[N:27]1[CH2:28][CH2:29][N:25]([C:22]2[CH:23]=[C:24]3[C:19]([CH2:18][CH2:17][C:16](=[O:38])[NH:15]3)=[CH:20][CH:21]=2)[C:26]1=[O:37], predict the reactants needed to synthesize it. The reactants are: Cl.O1CCOCC1.C(OC([N:15]1[C:24]2[C:19](=[CH:20][CH:21]=[C:22]([N:25]3[CH2:29][CH2:28][N:27]([C:30]4[CH:31]=[N:32][CH:33]=[CH:34][C:35]=4[CH3:36])[C:26]3=[O:37])[CH:23]=2)[CH2:18][CH2:17][C:16]1=[O:38])=O)(C)(C)C.C(OC(=O)C)C. (6) Given the product [Br:11][CH2:8][C:7]1[CH:6]=[CH:5][N:4]=[CH:3][C:2]=1[Cl:1], predict the reactants needed to synthesize it. The reactants are: [Cl:1][C:2]1[CH:3]=[N:4][CH:5]=[CH:6][C:7]=1[CH2:8]O.P(Br)(Br)[Br:11]. (7) Given the product [CH3:32][O:33][C:34]([C:36]1[CH:41]=[CH:40][C:39]([C:4]2[CH:3]=[C:2]([Cl:1])[C:7]([CH2:8][C@@H:9]3[CH2:13][CH2:12][N:11]([CH:14]4[CH2:15][CH2:16][C:17]([F:20])([F:21])[CH2:18][CH2:19]4)[C:10]3=[O:22])=[C:6]([Cl:23])[CH:5]=2)=[CH:38][CH:37]=1)=[O:35], predict the reactants needed to synthesize it. The reactants are: [Cl:1][C:2]1[CH:3]=[C:4](OS(C(F)(F)F)(=O)=O)[CH:5]=[C:6]([Cl:23])[C:7]=1[CH2:8][C@@H:9]1[CH2:13][CH2:12][N:11]([CH:14]2[CH2:19][CH2:18][C:17]([F:21])([F:20])[CH2:16][CH2:15]2)[C:10]1=[O:22].[CH3:32][O:33][C:34]([C:36]1[CH:41]=[CH:40][C:39](B(O)O)=[CH:38][CH:37]=1)=[O:35].C([O-])([O-])=O.[K+].[K+]. (8) Given the product [Cl:21][CH2:22][C:23]1[N:6]([C:7]2[CH:12]=[CH:11][CH:10]=[CH:9][C:8]=2[Cl:13])[C:4](=[O:5])[C:3]2[C:2](=[CH:17][C:16]([N+:18]([O-:20])=[O:19])=[CH:15][CH:14]=2)[N:1]=1, predict the reactants needed to synthesize it. The reactants are: [NH2:1][C:2]1[CH:17]=[C:16]([N+:18]([O-:20])=[O:19])[CH:15]=[CH:14][C:3]=1[C:4]([NH:6][C:7]1[CH:12]=[CH:11][CH:10]=[CH:9][C:8]=1[Cl:13])=[O:5].[Cl:21][CH2:22][C:23](Cl)=O.